Dataset: Full USPTO retrosynthesis dataset with 1.9M reactions from patents (1976-2016). Task: Predict the reactants needed to synthesize the given product. (1) Given the product [N:3]1[C:4]2[CH:9]=[CH:8][CH:7]=[CH:6][C:5]=2[NH:1][C:2]=1[S:10][CH2:11][CH2:12][N:13]1[CH2:14][CH2:15][CH2:22][CH2:17][CH2:18]1, predict the reactants needed to synthesize it. The reactants are: [N:1]1[C:5]2[CH:6]=[CH:7][CH:8]=[CH:9][C:4]=2[NH:3][C:2]=1[S:10][CH2:11][CH2:12][N:13]1[CH2:18][CH2:17]N(C=O)[CH2:15][CH2:14]1.Cl.[CH:22](Cl)(Cl)Cl. (2) Given the product [CH3:1][C@H:2]1[O:7][CH2:6][C@@H:5]([C:8]2[CH:13]=[CH:12][CH:11]=[CH:10][CH:9]=2)[N:4]([CH2:18][C:19]([O:21][CH2:22][CH3:23])=[O:20])[C:3]1=[O:14], predict the reactants needed to synthesize it. The reactants are: [CH3:1][C@H:2]1[O:7][CH2:6][C@@H:5]([C:8]2[CH:13]=[CH:12][CH:11]=[CH:10][CH:9]=2)[NH:4][C:3]1=[O:14].[H-].[Na+].Br[CH2:18][C:19]([O:21][CH2:22][CH3:23])=[O:20].C([O-])(O)=O.[Na+]. (3) Given the product [CH2:1]([O:3][C:4](=[O:12])[CH2:5][CH:6]1[CH2:7][CH2:8][CH2:9][CH2:10][O:11]1)[CH3:2], predict the reactants needed to synthesize it. The reactants are: [CH2:1]([O:3][C:4](=[O:12])[CH:5]=[CH:6][CH2:7][CH2:8][CH2:9][CH2:10][OH:11])[CH3:2].[H-].[Na+].Cl.O. (4) The reactants are: [CH3:1][O:2][C:3]1[CH:11]=[CH:10][C:6]([C:7]([OH:9])=O)=[CH:5][N:4]=1.C(Cl)CCl.C1C=CC2N(O)N=NC=2C=1.CCN(CC)CC.[Cl:33][C:34]1[CH:35]=[C:36]([CH:41]2[CH2:45][NH:44][CH2:43][CH:42]2[C:46](=[O:48])[CH3:47])[CH:37]=[CH:38][C:39]=1[Cl:40]. Given the product [Cl:33][C:34]1[CH:35]=[C:36]([CH:41]2[CH2:45][N:44]([C:7]([C:6]3[CH:5]=[N:4][C:3]([O:2][CH3:1])=[CH:11][CH:10]=3)=[O:9])[CH2:43][CH:42]2[C:46](=[O:48])[CH3:47])[CH:37]=[CH:38][C:39]=1[Cl:40], predict the reactants needed to synthesize it.